Dataset: Reaction yield outcomes from USPTO patents with 853,638 reactions. Task: Predict the reaction yield, written as a fraction of the theoretical maximum amount of product (1.0 means a 100% yield; for example, 0.34 means a 34% yield). (1) The yield is 0.500. No catalyst specified. The product is [CH3:12][C:6]1[C:7]([CH2:8][C:9]([NH:13][C@@H:14]([CH2:32][O:33][CH2:34][C:35]2[CH:36]=[CH:37][C:38]([F:41])=[CH:39][CH:40]=2)[C:15]([NH:17][C:18]2[CH:19]=[CH:20][C:21]([O:24][C:25]3[CH:30]=[CH:29][C:28]([F:31])=[CH:27][CH:26]=3)=[CH:22][CH:23]=2)=[O:16])=[O:11])=[C:3]([CH3:2])[NH:4][N:5]=1. The reactants are Cl.[CH3:2][C:3]1[C:7]([CH2:8][C:9]([OH:11])=O)=[C:6]([CH3:12])[NH:5][N:4]=1.[NH2:13][C@@H:14]([CH2:32][O:33][CH2:34][C:35]1[CH:40]=[CH:39][C:38]([F:41])=[CH:37][CH:36]=1)[C:15]([NH:17][C:18]1[CH:23]=[CH:22][C:21]([O:24][C:25]2[CH:30]=[CH:29][C:28]([F:31])=[CH:27][CH:26]=2)=[CH:20][CH:19]=1)=[O:16]. (2) The reactants are [CH2:1]([N:5]1[CH2:23][CH2:22][C@:12]23[C:13]4[C:14]5[O:21][C@H:11]2[C:10](=[O:24])[CH2:9][CH2:8][C@@:7]3([OH:25])[C@H:6]1[CH2:19][C:18]=4[CH:17]=[CH:16][C:15]=5[OH:20])[CH:2]([CH3:4])[CH3:3].C([O-])([O-])=O.[K+].[K+].[CH2:32](Br)[C:33]1[CH:38]=[CH:37][CH:36]=[CH:35][CH:34]=1. The catalyst is CN(C=O)C. The product is [CH2:1]([N:5]1[CH2:23][CH2:22][C@:12]23[C:13]4[C:14]5[O:21][C@H:11]2[C:10](=[O:24])[CH2:9][CH2:8][C@@:7]3([OH:25])[C@H:6]1[CH2:19][C:18]=4[CH:17]=[CH:16][C:15]=5[O:20][CH2:32][C:33]1[CH:38]=[CH:37][CH:36]=[CH:35][CH:34]=1)[CH:2]([CH3:4])[CH3:3]. The yield is 0.720. (3) The product is [NH2:1][C:2]1[CH:10]=[C:9]([Cl:11])[CH:8]=[C:7]([Cl:12])[C:3]=1[C:4]([NH2:15])=[O:5]. The catalyst is C1COCC1. The reactants are [NH2:1][C:2]1[CH:10]=[C:9]([Cl:11])[CH:8]=[C:7]([Cl:12])[C:3]=1[C:4](O)=[O:5].Cl.C[N:15](C)CCCN=C=NCC.ON1C2C=CC=CC=2N=N1.CN1CCOCC1.[OH-].[NH4+]. The yield is 0.820. (4) The reactants are [Mg].Br[C:3]1[CH:4]=[C:5]([O:9][CH3:10])[CH:6]=[CH:7][CH:8]=1.[F:11][C:12]([F:22])([F:21])[C:13](N1CCCCC1)=[O:14].[Cl-].[NH4+]. The catalyst is C1COCC1. The product is [F:11][C:12]([F:22])([F:21])[C:13]([C:3]1[CH:8]=[CH:7][CH:6]=[C:5]([O:9][CH3:10])[CH:4]=1)=[O:14]. The yield is 0.730. (5) The reactants are Cl[C:2]1[CH:19]=[C:6]2[C:7]3[C:12]([CH2:13][CH2:14][N:5]2[C:4](=[O:20])[N:3]=1)=[CH:11][C:10]([O:15][CH3:16])=[C:9]([O:17][CH3:18])[CH:8]=3.[CH:21]1([C:26]2[CH:31]=[CH:30][CH:29]=[CH:28][C:27]=2[OH:32])[CH2:25][CH2:24][CH2:23][CH2:22]1.C(=O)([O-])[O-].[K+].[K+]. The catalyst is CC(O)C. The product is [CH:21]1([C:26]2[CH:31]=[CH:30][CH:29]=[CH:28][C:27]=2[O:32][C:2]2[CH:19]=[C:6]3[C:7]4[C:12]([CH2:13][CH2:14][N:5]3[C:4](=[O:20])[N:3]=2)=[CH:11][C:10]([O:15][CH3:16])=[C:9]([O:17][CH3:18])[CH:8]=4)[CH2:22][CH2:23][CH2:24][CH2:25]1. The yield is 0.300. (6) The catalyst is C(O)C.O.[Fe]. The product is [NH2:12][C:11]1[C:2]([Br:1])=[C:3]([CH:8]=[CH:9][CH:10]=1)[C:4]([O:6][CH3:7])=[O:5]. The reactants are [Br:1][C:2]1[C:11]([N+:12]([O-])=O)=[CH:10][CH:9]=[CH:8][C:3]=1[C:4]([O:6][CH3:7])=[O:5].[Cl-].[NH4+]. The yield is 0.850. (7) The reactants are [Cl-].O[NH3+:3].[C:4](=[O:7])([O-])[OH:5].[Na+].CS(C)=O.[CH2:13]([C:17]1[N:18]=[C:19]([CH3:49])[N:20]([C:39]2[CH:44]=[CH:43][C:42]([O:45][CH3:46])=[C:41]([O:47][CH3:48])[CH:40]=2)[C:21](=[O:38])[C:22]=1[CH2:23][C:24]1[CH:29]=[CH:28][C:27]([C:30]2[C:31]([C:36]#[N:37])=[CH:32][CH:33]=[CH:34][CH:35]=2)=[CH:26][CH:25]=1)[CH2:14][CH2:15][CH3:16]. The catalyst is O.C(OCC)(=O)C. The product is [CH2:13]([C:17]1[N:18]=[C:19]([CH3:49])[N:20]([C:39]2[CH:44]=[CH:43][C:42]([O:45][CH3:46])=[C:41]([O:47][CH3:48])[CH:40]=2)[C:21](=[O:38])[C:22]=1[CH2:23][C:24]1[CH:25]=[CH:26][C:27]([C:30]2[CH:35]=[CH:34][CH:33]=[CH:32][C:31]=2[C:36]2[NH:3][C:4](=[O:7])[O:5][N:37]=2)=[CH:28][CH:29]=1)[CH2:14][CH2:15][CH3:16]. The yield is 0.590. (8) The reactants are [OH:1][CH2:2][CH2:3][C:4]([O:6][CH3:7])=[O:5].C(C1C=CC=C(C(C)(C)C)N=1)(C)(C)C.FC(F)(F)S(OS(C(F)(F)F)(=O)=O)(=O)=O.O[C@H:38]1[CH2:43][CH2:42][C@H:41]([N:44]([CH3:58])[S:45]([C:48]2[CH:53]=[CH:52][C:51]([C:54]([F:57])([F:56])[F:55])=[CH:50][CH:49]=2)(=[O:47])=[O:46])[CH2:40][CH2:39]1. The catalyst is C(Cl)Cl.[N+](C)([O-])=O.CCOC(C)=O.OS([O-])(=O)=O.[K+]. The product is [CH3:7][O:6][C:4](=[O:5])[CH2:3][CH2:2][O:1][C@H:38]1[CH2:39][CH2:40][C@H:41]([N:44]([CH3:58])[S:45]([C:48]2[CH:53]=[CH:52][C:51]([C:54]([F:56])([F:55])[F:57])=[CH:50][CH:49]=2)(=[O:47])=[O:46])[CH2:42][CH2:43]1. The yield is 0.950. (9) The product is [CH3:28][C:26]1[N:27]=[C:19]2[N:18]([C@H:29]3[CH2:30][CH2:31][C@H:32]([O:35][CH2:36][C:37](=[O:38])[CH3:44])[CH2:33][CH2:34]3)[C:17](=[O:43])[C:16]([CH2:15][C:12]3[CH:13]=[CH:14][C:9]([C:4]4[C:3]([C:1]#[N:2])=[CH:8][CH:7]=[CH:6][CH:5]=4)=[CH:10][CH:11]=3)=[C:21]([CH2:22][CH2:23][CH3:24])[N:20]2[N:25]=1. The catalyst is O1CCCC1. The yield is 0.600. The reactants are [C:1]([C:3]1[CH:8]=[CH:7][CH:6]=[CH:5][C:4]=1[C:9]1[CH:14]=[CH:13][C:12]([CH2:15][C:16]2[C:17](=[O:43])[N:18]([C@H:29]3[CH2:34][CH2:33][C@H:32]([O:35][CH2:36][C:37](N(OC)C)=[O:38])[CH2:31][CH2:30]3)[C:19]3[N:20]([N:25]=[C:26]([CH3:28])[N:27]=3)[C:21]=2[CH2:22][CH2:23][CH3:24])=[CH:11][CH:10]=1)#[N:2].[CH3:44][Mg]Br.Cl.